From a dataset of Full USPTO retrosynthesis dataset with 1.9M reactions from patents (1976-2016). Predict the reactants needed to synthesize the given product. (1) Given the product [NH2:5][C:4]1[S:31][C:30]([NH:29][C:12]([O:14][CH2:15][CH:16]2[C:17]3[C:22](=[CH:21][CH:20]=[CH:19][CH:18]=3)[C:23]3[C:28]2=[CH:27][CH:26]=[CH:25][CH:24]=3)=[O:13])=[N:2][C:3]=1[C:6]1[CH:11]=[CH:10][CH:9]=[CH:8][CH:7]=1, predict the reactants needed to synthesize it. The reactants are: Cl.[NH2:2][CH:3]([C:6]1[CH:11]=[CH:10][CH:9]=[CH:8][CH:7]=1)[C:4]#[N:5].[C:12]([N:29]=[C:30]=[S:31])([O:14][CH2:15][CH:16]1[C:28]2[C:23](=[CH:24][CH:25]=[CH:26][CH:27]=2)[C:22]2[C:17]1=[CH:18][CH:19]=[CH:20][CH:21]=2)=[O:13].C(N(C(C)C)C(C)C)C.C(=O)(O)[O-].[Na+]. (2) Given the product [CH3:34][N:28]1[C:27]([CH2:26][N:4]2[CH2:5][CH2:6][N:1]([C:11]([O:13][C:14]([CH3:15])([CH3:16])[CH3:17])=[O:12])[CH2:2][C:3]2=[O:19])=[CH:31][S:30]/[C:29]/1=[N:32]\[CH3:33], predict the reactants needed to synthesize it. The reactants are: [N:1]1([C:11]([O:13][C:14]([CH3:17])([CH3:16])[CH3:15])=[O:12])[CH2:6][CH2:5][NH:4][CH:3](C(OC)=O)[CH2:2]1.C(=O)([O-])[O-:19].[K+].[K+].Cl.Cl[CH2:26][C:27]1[N:28]([CH3:34])[C:29](=[N:32][CH3:33])[S:30][CH:31]=1. (3) Given the product [CH3:1][N:2]([C:39](=[O:40])[CH2:38][NH:37][C:35]([O:34][CH2:33][C:27]1[CH:28]=[CH:29][CH:30]=[CH:31][CH:32]=1)=[O:36])[C:3]1([C:6]([O:8][CH3:9])=[O:7])[CH2:5][CH2:4]1, predict the reactants needed to synthesize it. The reactants are: [CH3:1][NH:2][C:3]1([C:6]([O:8][CH3:9])=[O:7])[CH2:5][CH2:4]1.C1C=CC2N(O)N=NC=2C=1.CN1CCOCC1.[C:27]1([CH2:33][O:34][C:35]([NH:37][CH2:38][C:39](O)=[O:40])=[O:36])[CH:32]=[CH:31][CH:30]=[CH:29][CH:28]=1.CCN=C=NCCCN(C)C. (4) Given the product [CH3:8][C:9]1([CH3:34])[CH2:18][C:17]2[C:12](=[CH:13][CH:14]=[C:15]([C:19]([NH:7][S:4]([CH3:3])(=[O:6])=[O:5])=[O:20])[CH:16]=2)[NH:11][CH:10]1[C:22]1[CH:27]=[CH:26][CH:25]=[C:24]([N:28]2[CH2:33][CH2:32][NH:31][CH2:30][CH2:29]2)[CH:23]=1, predict the reactants needed to synthesize it. The reactants are: [H-].[Na+].[CH3:3][S:4]([NH2:7])(=[O:6])=[O:5].[CH3:8][C:9]1([CH3:34])[CH2:18][C:17]2[C:12](=[CH:13][CH:14]=[C:15]([C:19](O)=[O:20])[CH:16]=2)[NH:11][CH:10]1[C:22]1[CH:27]=[CH:26][CH:25]=[C:24]([N:28]2[CH2:33][CH2:32][NH:31][CH2:30][CH2:29]2)[CH:23]=1.C(N1C=CN=C1)(N1C=CN=C1)=O. (5) Given the product [F:1][C:2]([F:7])([F:6])[C:3]([OH:5])=[O:4].[Cl:8][CH2:9][CH2:10][CH2:11]/[C:12](=[CH:20]\[C:21]1[CH:26]=[CH:25][C:24]([N:27]2[CH:31]=[N:30][C:29]([CH3:32])=[N:28]2)=[C:23]([O:33][CH3:34])[CH:22]=1)/[C:13]([OH:15])=[O:14], predict the reactants needed to synthesize it. The reactants are: [F:1][C:2]([F:7])([F:6])[C:3]([OH:5])=[O:4].[Cl:8][CH2:9][CH2:10][CH2:11]/[C:12](=[CH:20]\[C:21]1[CH:26]=[CH:25][C:24]([N:27]2[CH:31]=[N:30][C:29]([CH3:32])=[N:28]2)=[C:23]([O:33][CH3:34])[CH:22]=1)/[C:13]([O:15]C(C)(C)C)=[O:14]. (6) Given the product [F:1][C:2]1[CH:3]=[C:4]([CH:26]([N:30]2[CH2:33][CH:32]([C:34]([O:36][CH3:37])=[O:35])[CH2:31]2)[CH3:27])[CH:5]=[CH:6][C:7]=1[C:8]1[S:9][C:10]2[C:15]([N:16]=1)=[CH:14][CH:13]=[C:12]([C:17]1([C:20]3[CH:25]=[CH:24][CH:23]=[CH:22][CH:21]=3)[CH2:19][CH2:18]1)[N:11]=2, predict the reactants needed to synthesize it. The reactants are: [F:1][C:2]1[CH:3]=[C:4]([C:26](=O)[CH3:27])[CH:5]=[CH:6][C:7]=1[C:8]1[S:9][C:10]2[C:15]([N:16]=1)=[CH:14][CH:13]=[C:12]([C:17]1([C:20]3[CH:25]=[CH:24][CH:23]=[CH:22][CH:21]=3)[CH2:19][CH2:18]1)[N:11]=2.Cl.[NH:30]1[CH2:33][CH:32]([C:34]([O:36][CH3:37])=[O:35])[CH2:31]1. (7) Given the product [CH3:1][N:2]([CH3:3])[C:30](=[O:31])[CH2:29][C@@H:28]([C:27]([O:26][CH3:25])=[O:63])[NH:33][C:34]([C:36]1[CH:41]=[CH:40][C:39]([C:42]2[CH:43]=[CH:44][C:45]([O:48][CH3:49])=[CH:46][CH:47]=2)=[CH:38][C:37]=1[NH:50][C:51]([NH:53][C:54]1[C:59]([CH3:60])=[CH:58][C:57]([CH3:61])=[CH:56][C:55]=1[CH3:62])=[O:52])=[O:35], predict the reactants needed to synthesize it. The reactants are: [CH3:1][N:2](C(ON1N=NC2C=CC=NC1=2)=[N+](C)C)[CH3:3].F[P-](F)(F)(F)(F)F.[CH3:25][O:26][C:27](=[O:63])[C@@H:28]([NH:33][C:34]([C:36]1[CH:41]=[CH:40][C:39]([C:42]2[CH:47]=[CH:46][C:45]([O:48][CH3:49])=[CH:44][CH:43]=2)=[CH:38][C:37]=1[NH:50][C:51]([NH:53][C:54]1[C:59]([CH3:60])=[CH:58][C:57]([CH3:61])=[CH:56][C:55]=1[CH3:62])=[O:52])=[O:35])[CH2:29][C:30](O)=[O:31].CNC.C([O-])(O)=O.[Na+].